Dataset: Peptide-MHC class II binding affinity with 134,281 pairs from IEDB. Task: Regression. Given a peptide amino acid sequence and an MHC pseudo amino acid sequence, predict their binding affinity value. This is MHC class II binding data. (1) The peptide sequence is VGAATGAATAATGGY. The MHC is HLA-DQA10104-DQB10503 with pseudo-sequence HLA-DQA10104-DQB10503. The binding affinity (normalized) is 0. (2) The peptide sequence is ADVILPIGTRSVETD. The MHC is DRB3_0202 with pseudo-sequence DRB3_0202. The binding affinity (normalized) is 0.405. (3) The peptide sequence is QPNLKALREKVLGLP. The MHC is HLA-DPA10201-DPB10501 with pseudo-sequence HLA-DPA10201-DPB10501. The binding affinity (normalized) is 0.242. (4) The peptide sequence is AFILDGDNFFPKV. The MHC is HLA-DQA10501-DQB10201 with pseudo-sequence HLA-DQA10501-DQB10201. The binding affinity (normalized) is 0.640. (5) The peptide sequence is TVMAPDKPSLDISLE. The MHC is DRB1_0801 with pseudo-sequence DRB1_0801. The binding affinity (normalized) is 0.208. (6) The peptide sequence is PPAGTRKIMKVVNRW. The MHC is HLA-DQA10201-DQB10301 with pseudo-sequence HLA-DQA10201-DQB10301. The binding affinity (normalized) is 0.414. (7) The peptide sequence is GLSGEPKGGAESSSK. The MHC is DRB1_0405 with pseudo-sequence DRB1_0405. The binding affinity (normalized) is 0.105.